Dataset: Forward reaction prediction with 1.9M reactions from USPTO patents (1976-2016). Task: Predict the product of the given reaction. Given the reactants [C:1]([O:4][CH2:5][CH2:6][O:7][C:8]1[N:12]([CH3:13])[N:11]=[C:10]([NH2:14])[C:9]=1[C:15]1[CH:20]=[CH:19][C:18]([CH3:21])=[CH:17][CH:16]=1)(=[O:3])[CH3:2].[C:22]([C:26]1[CH:31]=[CH:30][C:29]([S:32](Cl)(=[O:34])=[O:33])=[CH:28][CH:27]=1)([CH3:25])([CH3:24])[CH3:23].[OH-:36].[K+], predict the reaction product. The product is: [C:1]([O:4][CH2:5][CH2:6][O:7][C:8]1[N:12]([CH3:13])[N:11]=[C:10]([N:14]([S:32]([C:29]2[CH:30]=[CH:31][C:26]([C:22]([CH3:25])([CH3:24])[CH3:23])=[CH:27][CH:28]=2)(=[O:33])=[O:36])[S:32]([C:29]2[CH:30]=[CH:31][C:26]([C:22]([CH3:25])([CH3:24])[CH3:23])=[CH:27][CH:28]=2)(=[O:34])=[O:33])[C:9]=1[C:15]1[CH:20]=[CH:19][C:18]([CH3:21])=[CH:17][CH:16]=1)(=[O:3])[CH3:2].